Dataset: Reaction yield outcomes from USPTO patents with 853,638 reactions. Task: Predict the reaction yield, written as a fraction of the theoretical maximum amount of product (1.0 means a 100% yield; for example, 0.34 means a 34% yield). The reactants are Br[C:2]1[CH:3]=[C:4]([CH:10]2[O:14]CCO2)[CH:5]=[CH:6][C:7]=1[O:8][CH3:9].[CH2:15]([NH2:17])[CH3:16].CC(C)([O-])C.[Na+].Cl. The catalyst is C1(C)C=CC=CC=1.C1C=CC(/C=C/C(/C=C/C2C=CC=CC=2)=O)=CC=1.C1C=CC(/C=C/C(/C=C/C2C=CC=CC=2)=O)=CC=1.C1C=CC(/C=C/C(/C=C/C2C=CC=CC=2)=O)=CC=1.[Pd].[Pd]. The product is [CH2:15]([NH:17][C:2]1[CH:3]=[C:4]([CH:5]=[CH:6][C:7]=1[O:8][CH3:9])[CH:10]=[O:14])[CH3:16]. The yield is 0.630.